This data is from Forward reaction prediction with 1.9M reactions from USPTO patents (1976-2016). The task is: Predict the product of the given reaction. (1) Given the reactants [N:1]([CH2:4][CH2:5][OH:6])=[N+:2]=[N-:3].[H-].[Na+].[CH2:9]([O:11][C:12](=[O:18])[CH2:13][C:14]([CH2:16]Cl)=[O:15])[CH3:10].O, predict the reaction product. The product is: [CH2:9]([O:11][C:12](=[O:18])[CH2:13][C:14](=[O:15])[CH2:16][O:6][CH2:5][CH2:4][N:1]=[N+:2]=[N-:3])[CH3:10]. (2) Given the reactants [NH2:1][C:2]1[N:7]2[N:8]=[C:9]([C:11]3[O:12][CH:13]=[CH:14][CH:15]=3)[N:10]=[C:6]2[CH:5]=[C:4](/[CH:16]=[CH:17]/[CH2:18]O)[N:3]=1.[CH:20]1([CH2:23][NH2:24])[CH2:22][CH2:21]1.[BH4-].[Na+], predict the reaction product. The product is: [NH2:1][C:2]1[N:7]2[N:8]=[C:9]([C:11]3[O:12][CH:13]=[CH:14][CH:15]=3)[N:10]=[C:6]2[CH:5]=[C:4](/[CH:16]=[CH:17]/[CH2:18][NH:24][CH2:23][CH:20]2[CH2:22][CH2:21]2)[N:3]=1.